Dataset: Catalyst prediction with 721,799 reactions and 888 catalyst types from USPTO. Task: Predict which catalyst facilitates the given reaction. Reactant: C([Li])CCC.Br[C:7]1[CH:14]=[CH:13][CH:12]=[CH:11][C:8]=1[C:9]#[N:10].[Br:15][C:16]1[CH:17]=[C:18]2[C:29](=[CH:30][CH:31]=1)[O:28][C:21]1[C:22]([F:27])=[N:23][C:24]([Cl:26])=[CH:25][C:20]=1[C:19]2=[N:32]S(C(C)(C)C)=O. Product: [Br:15][C:16]1[CH:17]=[C:18]2[C:19]3([C:11]4[C:8](=[CH:7][CH:14]=[CH:13][CH:12]=4)[C:9]([NH2:10])=[N:32]3)[C:20]3[CH:25]=[C:24]([Cl:26])[N:23]=[C:22]([F:27])[C:21]=3[O:28][C:29]2=[CH:30][CH:31]=1. The catalyst class is: 1.